This data is from Full USPTO retrosynthesis dataset with 1.9M reactions from patents (1976-2016). The task is: Predict the reactants needed to synthesize the given product. (1) Given the product [F:24][C:23]([F:25])([F:26])[C:20]1[CH:19]=[CH:18][C:17]([CH2:16][O:15][C:6]2[C:7]3[C:12](=[CH:11][CH:10]=[CH:9][CH:8]=3)[CH:13]=[CH:14][C:5]=2[C:3]([OH:4])=[O:2])=[CH:22][CH:21]=1, predict the reactants needed to synthesize it. The reactants are: C[O:2][C:3]([C:5]1[CH:14]=[CH:13][C:12]2[C:7](=[CH:8][CH:9]=[CH:10][CH:11]=2)[C:6]=1[O:15][CH2:16][C:17]1[CH:22]=[CH:21][C:20]([C:23]([F:26])([F:25])[F:24])=[CH:19][CH:18]=1)=[O:4].[OH-].[Na+].CO.Cl. (2) Given the product [NH2:2][C:3]1[CH:8]=[CH:7][C:6]([S:9]([N:12]2[CH2:16][CH2:15][S:14][CH:13]2[C:17]([OH:19])=[O:18])(=[O:11])=[O:10])=[CH:5][CH:4]=1, predict the reactants needed to synthesize it. The reactants are: Cl.[NH2:2][C:3]1[CH:8]=[CH:7][C:6]([S:9]([N:12]2[CH2:16][CH2:15][S:14][CH:13]2[C:17]([O:19]C)=[O:18])(=[O:11])=[O:10])=[CH:5][CH:4]=1.Cl.